Dataset: Full USPTO retrosynthesis dataset with 1.9M reactions from patents (1976-2016). Task: Predict the reactants needed to synthesize the given product. (1) Given the product [C:14]([O:18][C:19]([N:21]1[CH2:22][CH2:23][C:24]2([N:28]=[C:27]([C:29]3[CH:30]=[CH:31][C:32]([C:35]#[N:36])=[CH:33][CH:34]=3)[NH:26][C:25]2=[O:38])[CH2:39][CH2:40]1)=[O:20])([CH3:17])([CH3:15])[CH3:16], predict the reactants needed to synthesize it. The reactants are: FC(F)(F)C(OC(=O)C(F)(F)F)=O.[C:14]([O:18][C:19]([N:21]1[CH2:40][CH2:39][C:24]2([N:28]=[C:27]([C:29]3[CH:34]=[CH:33][C:32]([C:35](=O)[NH2:36])=[CH:31][CH:30]=3)[NH:26][C:25]2=[O:38])[CH2:23][CH2:22]1)=[O:20])([CH3:17])([CH3:16])[CH3:15].N1C=CC=CC=1.C([O-])(O)=O.[Na+]. (2) Given the product [F:1][C:2]1[CH:3]=[C:4]2[C:8](=[CH:9][CH:10]=1)[N:7]=[C:26]([C:23]1[CH:22]=[CH:21][C:20]([CH2:19][N:16]3[CH2:17][CH2:18][O:13][CH2:14][CH2:15]3)=[CH:25][CH:24]=1)[CH:27]=[C:5]2[C:6]([OH:11])=[O:29], predict the reactants needed to synthesize it. The reactants are: [F:1][C:2]1[CH:3]=[C:4]2[C:8](=[CH:9][CH:10]=1)[NH:7][C:6](=[O:11])[C:5]2=O.[O:13]1[CH2:18][CH2:17][N:16]([CH2:19][C:20]2[CH:25]=[CH:24][C:23]([C:26](=O)[CH3:27])=[CH:22][CH:21]=2)[CH2:15][CH2:14]1.[OH-:29].[K+].Cl. (3) Given the product [C:5]([O:9][C:10]([N:12]([CH3:47])[C@@H:13]([CH3:46])[C:14]([NH:16][C@H:17]1[CH2:23][O:22][C:21]2[C:24]([C:28]([OH:30])=[O:29])=[CH:25][CH:26]=[CH:27][C:20]=2[N:19]([CH2:32][C:33]2[C:42]3[C:37](=[CH:38][CH:39]=[CH:40][CH:41]=3)[CH:36]=[CH:35][C:34]=2[O:43][CH3:44])[C:18]1=[O:45])=[O:15])=[O:11])([CH3:8])([CH3:7])[CH3:6], predict the reactants needed to synthesize it. The reactants are: O[Li].O.O.[C:5]([O:9][C:10]([N:12]([CH3:47])[C@@H:13]([CH3:46])[C:14]([NH:16][C@H:17]1[CH2:23][O:22][C:21]2[C:24]([C:28]([O:30]C)=[O:29])=[CH:25][CH:26]=[CH:27][C:20]=2[N:19]([CH2:32][C:33]2[C:42]3[C:37](=[CH:38][CH:39]=[CH:40][CH:41]=3)[CH:36]=[CH:35][C:34]=2[O:43][CH3:44])[C:18]1=[O:45])=[O:15])=[O:11])([CH3:8])([CH3:7])[CH3:6]. (4) Given the product [Br:14][C:11]1[CH:12]=[C:7]([C:5]2[O:4][N:3]=[C:2]([CH3:1])[N:6]=2)[C:8]([OH:13])=[N:9][CH:10]=1, predict the reactants needed to synthesize it. The reactants are: [CH3:1][C:2]1[N:6]=[C:5]([C:7]2[C:8]([OH:13])=[N:9][CH:10]=[CH:11][CH:12]=2)[O:4][N:3]=1.[Br:14]Br. (5) Given the product [CH3:31][N:19]([CH2:18][C:17]1[CH:27]=[CH:28][CH:29]=[C:15]([C:13]([N:3]2[C:12]3[C:7](=[CH:8][CH:9]=[CH:10][CH:11]=3)[CH2:6][CH2:5][CH2:4]2)=[O:14])[CH:16]=1)[C:20](=[O:26])[O:21][C:22]([CH3:25])([CH3:24])[CH3:23], predict the reactants needed to synthesize it. The reactants are: [H-].[Na+].[N:3]1([C:13]([C:15]2[CH:16]=[C:17]([CH:27]=[CH:28][CH:29]=2)[CH2:18][NH:19][C:20](=[O:26])[O:21][C:22]([CH3:25])([CH3:24])[CH3:23])=[O:14])[C:12]2[C:7](=[CH:8][CH:9]=[CH:10][CH:11]=2)[CH2:6][CH2:5][CH2:4]1.I[CH3:31].S([O-])(O)(=O)=O.[K+]. (6) Given the product [F:1][CH2:2][CH2:3][O:4][C:5]1[CH:6]=[CH:7][C:8]([N+:19]([O-:21])=[O:20])=[C:9]([CH2:11][C:12]([OH:18])=[O:22])[CH:10]=1, predict the reactants needed to synthesize it. The reactants are: [F:1][CH2:2][CH2:3][O:4][C:5]1[CH:6]=[CH:7][C:8]([N+:19]([O-:21])=[O:20])=[C:9]([CH2:11][C:12](=[O:18])C(OCC)=O)[CH:10]=1.[OH:22]O.Cl. (7) Given the product [ClH:57].[F:35][C:32]1[CH:33]=[CH:34][C:29]([N:28]2[CH:24]([C:21]3[CH:20]=[CH:19][C:18]([C:16]4[N:17]=[C:13]([C@@H:9]5[CH2:10][CH2:11][CH2:12][NH:8]5)[NH:14][CH:15]=4)=[CH:23][CH:22]=3)[CH2:25][CH2:26][CH:27]2[C:36]2[CH:41]=[CH:40][C:39]([NH:42][C:43]([C@@H:45]3[CH2:49][CH2:48][CH2:47][NH:46]3)=[O:44])=[CH:38][CH:37]=2)=[CH:30][CH:31]=1, predict the reactants needed to synthesize it. The reactants are: C(OC([N:8]1[CH2:12][CH2:11][CH2:10][C@H:9]1[C:13]1[NH:14][CH:15]=[C:16]([C:18]2[CH:23]=[CH:22][C:21]([CH:24]3[N:28]([C:29]4[CH:34]=[CH:33][C:32]([F:35])=[CH:31][CH:30]=4)[CH:27]([C:36]4[CH:41]=[CH:40][C:39]([NH:42][C:43]([C@@H:45]5[CH2:49][CH2:48][CH2:47][N:46]5C(OC(C)(C)C)=O)=[O:44])=[CH:38][CH:37]=4)[CH2:26][CH2:25]3)=[CH:20][CH:19]=2)[N:17]=1)=O)(C)(C)C.[ClH:57]. (8) Given the product [OH:1][C:2]1[C:12]2[CH2:11][CH2:10][N:9]([C:13](=[O:18])[C:14]([F:17])([F:15])[F:16])[CH2:8][CH2:7][C:6]=2[CH:5]=[CH:4][C:3]=1[I:26], predict the reactants needed to synthesize it. The reactants are: [OH:1][C:2]1[C:12]2[CH2:11][CH2:10][N:9]([C:13](=[O:18])[C:14]([F:17])([F:16])[F:15])[CH2:8][CH2:7][C:6]=2[CH:5]=[CH:4][CH:3]=1.C(NC(C)C)(C)C.[I:26]N1C(=O)CCC1=O.